Dataset: Reaction yield outcomes from USPTO patents with 853,638 reactions. Task: Predict the reaction yield, written as a fraction of the theoretical maximum amount of product (1.0 means a 100% yield; for example, 0.34 means a 34% yield). The reactants are [SH2:1].[C:2]([C:4]1[CH:5]=[CH:6][C:7]([O:10][CH2:11][CH2:12][CH2:13][O:14][C:15]2[CH:16]=[C:17]3[C:21](=[CH:22][CH:23]=2)[N:20]([CH:24]([CH3:29])[C:25]([O:27][CH3:28])=[O:26])[CH:19]=[CH:18]3)=[N:8][CH:9]=1)#[N:3].C(NCC)C. The catalyst is CN(C=O)C. The product is [NH2:3][C:2]([C:4]1[CH:5]=[CH:6][C:7]([O:10][CH2:11][CH2:12][CH2:13][O:14][C:15]2[CH:16]=[C:17]3[C:21](=[CH:22][CH:23]=2)[N:20]([CH:24]([CH3:29])[C:25]([O:27][CH3:28])=[O:26])[CH:19]=[CH:18]3)=[N:8][CH:9]=1)=[S:1]. The yield is 0.900.